From a dataset of Catalyst prediction with 721,799 reactions and 888 catalyst types from USPTO. Predict which catalyst facilitates the given reaction. (1) Reactant: [CH3:1][O:2][C:3]1[CH:20]=[CH:19][C:6]([CH2:7][O:8][C:9]2[C:14]3[C:15]([OH:18])=[N:16][O:17][C:13]=3[CH:12]=[CH:11][CH:10]=2)=[CH:5][CH:4]=1.O[CH2:22][CH:23]1[CH2:28][CH2:27][N:26]([CH2:29][C:30]2([C:35]([O:37][CH3:38])=[O:36])[CH2:34][CH2:33][CH2:32][CH2:31]2)[CH2:25][CH2:24]1.C(C=P(CCCC)(CCCC)CCCC)#N. Product: [CH3:1][O:2][C:3]1[CH:4]=[CH:5][C:6]([CH2:7][O:8][C:9]2[C:14]3[C:15]([O:18][CH2:22][CH:23]4[CH2:28][CH2:27][N:26]([CH2:29][C:30]5([C:35]([O:37][CH3:38])=[O:36])[CH2:31][CH2:32][CH2:33][CH2:34]5)[CH2:25][CH2:24]4)=[N:16][O:17][C:13]=3[CH:12]=[CH:11][CH:10]=2)=[CH:19][CH:20]=1. The catalyst class is: 11. (2) Reactant: Cl[CH2:2][CH2:3][CH2:4][O:5][CH2:6][CH2:7][C:8]1[CH:9]=[CH:10][C:11]2[S:15][CH:14]=[CH:13][C:12]=2[CH:16]=1.[NH:17]1[CH2:21][CH2:20][CH:19]([OH:22])[CH2:18]1.C(=O)([O-])[O-].[K+].[K+].O. Product: [S:15]1[C:11]2[CH:10]=[CH:9][C:8]([CH2:7][CH2:6][O:5][CH2:4][CH2:3][CH2:2][N:17]3[CH2:21][CH2:20][CH:19]([OH:22])[CH2:18]3)=[CH:16][C:12]=2[CH:13]=[CH:14]1. The catalyst class is: 42. (3) Reactant: [Cl:1][C:2]1[CH:3]=[CH:4][C:5]2[N:11]3[C:12]([CH2:15][O:16][CH3:17])=[CH:13][CH:14]=[C:10]3[C@@H:9]([CH2:18][CH2:19][C:20]([N:22]3[CH2:27][CH2:26][CH:25]([CH2:28][C:29]([O:31]CC)=[O:30])[CH2:24][CH2:23]3)=[O:21])[O:8][C@H:7]([C:34]3[CH:39]=[CH:38][CH:37]=[C:36]([O:40][CH3:41])[C:35]=3[O:42][CH3:43])[C:6]=2[CH:44]=1. Product: [Cl:1][C:2]1[CH:3]=[CH:4][C:5]2[N:11]3[C:12]([CH2:15][O:16][CH3:17])=[CH:13][CH:14]=[C:10]3[C@@H:9]([CH2:18][CH2:19][C:20]([N:22]3[CH2:23][CH2:24][CH:25]([CH2:28][C:29]([OH:31])=[O:30])[CH2:26][CH2:27]3)=[O:21])[O:8][C@H:7]([C:34]3[CH:39]=[CH:38][CH:37]=[C:36]([O:40][CH3:41])[C:35]=3[O:42][CH3:43])[C:6]=2[CH:44]=1. The catalyst class is: 5. (4) Reactant: [F:1][C:2]1[CH:7]=[CH:6][CH:5]=[C:4]([F:8])[C:3]=1[CH:9]1[CH2:12][CH2:11][C:10]1=O.Cl.[OH:15][NH2:16].C([O-])([O-])=O.[K+].[K+]. Product: [F:1][C:2]1[CH:7]=[CH:6][CH:5]=[C:4]([F:8])[C:3]=1[CH:9]1[CH2:12][CH2:11][C:10]1=[N:16][OH:15]. The catalyst class is: 8. (5) Reactant: [Cl:1][C:2]1[CH:11]=[CH:10][CH:9]=[C:8]2[C:3]=1[CH:4]=[C:5]([CH2:22]O)[C:6]([C:12]1[CH:17]=[CH:16][CH:15]=[CH:14][C:13]=1[C:18]([F:21])([F:20])[F:19])=[N:7]2.S(Cl)([Cl:26])=O. Product: [ClH:1].[Cl:1][C:2]1[CH:11]=[CH:10][CH:9]=[C:8]2[C:3]=1[CH:4]=[C:5]([CH2:22][Cl:26])[C:6]([C:12]1[CH:17]=[CH:16][CH:15]=[CH:14][C:13]=1[C:18]([F:21])([F:20])[F:19])=[N:7]2. The catalyst class is: 22.